This data is from Catalyst prediction with 721,799 reactions and 888 catalyst types from USPTO. The task is: Predict which catalyst facilitates the given reaction. (1) Reactant: [C:1]([O:7][CH2:8][N:9]1[C:13]2[N:14]=[N:15][CH:16]=[C:17]([C:18]3[CH:19]=[N:20][NH:21][CH:22]=3)[C:12]=2[CH:11]=[CH:10]1)(=[O:6])[C:2]([CH3:5])([CH3:4])[CH3:3].[CH:23](=[O:32])/[CH:24]=[CH:25]/[C:26]1[CH:31]=[CH:30][CH:29]=[CH:28][CH:27]=1.[N+](C1C=CC(C(O)=O)=CC=1)([O-])=O. Product: [C:1]([O:7][CH2:8][N:9]1[C:13]2[N:14]=[N:15][CH:16]=[C:17]([C:18]3[CH:19]=[N:20][N:21]([C@@H:25]([C:26]4[CH:31]=[CH:30][CH:29]=[CH:28][CH:27]=4)[CH2:24][CH:23]=[O:32])[CH:22]=3)[C:12]=2[CH:11]=[CH:10]1)(=[O:6])[C:2]([CH3:5])([CH3:4])[CH3:3]. The catalyst class is: 22. (2) Reactant: [OH:1][CH2:2][CH2:3][N:4]([C:6]1[CH:13]=[CH:12][C:9]([CH:10]=O)=[CH:8][CH:7]=1)[CH3:5].[O:14]1[C:18]([C:19]2[CH:24]=[CH:23][C:22]([NH:25][NH2:26])=[CH:21][CH:20]=2)=[CH:17][N:16]=[CH:15]1. The catalyst class is: 8. Product: [O:14]1[C:18]([C:19]2[CH:20]=[CH:21][C:22]([NH:25][N:26]=[CH:10][C:9]3[CH:12]=[CH:13][C:6]([N:4]([CH2:3][CH2:2][OH:1])[CH3:5])=[CH:7][CH:8]=3)=[CH:23][CH:24]=2)=[CH:17][N:16]=[CH:15]1. (3) Reactant: [Cl:1][C:2]1[CH:3]=[C:4]([NH:16][C:17]2[C:26]3[C:21](=[CH:22][CH:23]=[CH:24][C:25]=3[O:27][CH2:28][CH2:29][NH:30][CH3:31])[N:20]=[CH:19][N:18]=2)[CH:5]=[CH:6][C:7]=1[O:8][CH2:9][C:10]1[CH:15]=[CH:14][CH:13]=[CH:12][N:11]=1.CCN(C(C)C)C(C)C.Cl[C:42]([O:44][CH3:45])=[O:43]. Product: [Cl:1][C:2]1[CH:3]=[C:4]([NH:16][C:17]2[C:26]3[C:21](=[CH:22][CH:23]=[CH:24][C:25]=3[O:27][CH2:28][CH2:29][N:30]([CH3:31])[C:42](=[O:43])[O:44][CH3:45])[N:20]=[CH:19][N:18]=2)[CH:5]=[CH:6][C:7]=1[O:8][CH2:9][C:10]1[CH:15]=[CH:14][CH:13]=[CH:12][N:11]=1. The catalyst class is: 2. (4) Reactant: OC1C2C(=CC=CC=2)C(N[S:13]([C:16]2SC=CC=2)(=O)=O)=CC=1SCC(O)=O.[Cl:26][C:27]1[CH:28]=[C:29]([S:33]([N:36]=[C:37]2[C:46]3[C:41](=[CH:42][CH:43]=[CH:44][CH:45]=3)[C:40](=[O:47])[C:39](Cl)=[CH:38]2)(=[O:35])=[O:34])[S:30][C:31]=1[Cl:32].S[CH2:50][C:51]([O:53][CH2:54]C)=[O:52]. Product: [CH3:54][O:53][C:51](=[O:52])[CH2:50][CH2:16][S:13][C:39]1[CH:38]=[C:37]([NH:36][S:33]([C:29]2[S:30][C:31]([Cl:32])=[C:27]([Cl:26])[CH:28]=2)(=[O:35])=[O:34])[C:46]2[C:41](=[CH:42][CH:43]=[CH:44][CH:45]=2)[C:40]=1[OH:47]. The catalyst class is: 25. (5) Reactant: [N+:1]([C:4]1[CH:12]=[C:11]2[C:7]([CH:8]=[N:9][NH:10]2)=[CH:6][CH:5]=1)([O-:3])=[O:2].CS(O[CH:18]1[CH2:23][CH2:22][N:21]([C:24]([O:26][C:27]([CH3:30])([CH3:29])[CH3:28])=[O:25])[CH2:20][CH2:19]1)(=O)=O.C(=O)([O-])[O-].[Cs+].[Cs+].O. Product: [N+:1]([C:4]1[CH:12]=[C:11]2[C:7]([CH:8]=[N:9][N:10]2[CH:18]2[CH2:23][CH2:22][N:21]([C:24]([O:26][C:27]([CH3:30])([CH3:29])[CH3:28])=[O:25])[CH2:20][CH2:19]2)=[CH:6][CH:5]=1)([O-:3])=[O:2]. The catalyst class is: 9. (6) Reactant: [C:1]([C:4]1[CH:9]=[CH:8][C:7]([N:10]2[CH2:14][CH2:13][C@H:12]([NH:15][C@@H:16]([C:18]3C4C(=CC=CC=4)C=CC=3)C)[CH2:11]2)=[CH:6][CH:5]=1)(=O)[CH3:2].ClC1N=C[N:32]=[C:31]([N:35]2CC[C@H]([C@@](N)(C3C4C(=CC=CC=4)C=CC=3)C)C2)C=1.[C:53]1(B(O)O)[CH:58]=[CH:57][CH:56]=[CH:55][CH:54]=1.C(=O)([O-])[O-].[K+].[K+].[C:68](=O)(O)[O-].[Na+].[C:73]1(C)C=C[CH:76]=[CH:75][CH:74]=1. Product: [C:53]1([C@H:16]([NH:15][C@H:12]2[CH2:13][CH2:14][N:10]([C:7]3[CH:8]=[C:9]([C:4]4[CH:1]=[CH:2][CH:68]=[CH:6][CH:5]=4)[N:35]=[CH:31][N:32]=3)[CH2:11]2)[CH3:18])[C:58]2[C:57](=[CH:73][CH:74]=[CH:75][CH:76]=2)[CH:56]=[CH:55][CH:54]=1. The catalyst class is: 13. (7) Reactant: CN1CCNCC1.[C@@H:8]12C(=O)[O:16][C:14](=[O:15])[C@H:9]1[CH2:10][CH2:11][CH2:12][CH2:13]2. Product: [CH:9]1([C:14]([OH:16])=[O:15])[CH2:10][CH2:11][CH2:12][CH2:13][CH2:8]1. The catalyst class is: 12. (8) Product: [Cl:1][C:2]1[CH:7]=[C:6]([N+:8]([O-:10])=[O:9])[CH:5]=[CH:4][C:3]=1[O:15][CH2:14][C:13]([F:17])([F:16])[F:12]. Reactant: [Cl:1][C:2]1[CH:7]=[C:6]([N+:8]([O-:10])=[O:9])[CH:5]=[CH:4][C:3]=1F.[F:12][C:13]([F:17])([F:16])[CH2:14][OH:15].C(=O)([O-])[O-].[K+].[K+]. The catalyst class is: 9. (9) Reactant: [CH2:1]1[C:9]2[C:4](=[CH:5][CH:6]=[CH:7][CH:8]=2)[CH2:3][C:2]1=O.[NH:11]1[C:19]2[C:14](=[CH:15][CH:16]=[CH:17][CH:18]=2)[CH2:13][C:12]1=[O:20].N1CCCCC1.O. The catalyst class is: 9. Product: [C:1]1(=[C:13]2[C:14]3[C:19](=[CH:18][CH:17]=[CH:16][CH:15]=3)[NH:11][C:12]2=[O:20])[C:9]2[C:4](=[CH:5][CH:6]=[CH:7][CH:8]=2)[CH2:3][CH2:2]1.